Dataset: Catalyst prediction with 721,799 reactions and 888 catalyst types from USPTO. Task: Predict which catalyst facilitates the given reaction. (1) Reactant: [C:1]1([C:14]2[CH:19]=[CH:18][CH:17]=[CH:16][CH:15]=2)[CH:6]=[CH:5][C:4]([CH2:7][C:8](N(OC)C)=[O:9])=[CH:3][CH:2]=1.[C:20]1([Mg]Br)[CH:25]=[CH:24][CH:23]=[CH:22][CH:21]=1. Product: [C:1]1([C:14]2[CH:19]=[CH:18][CH:17]=[CH:16][CH:15]=2)[CH:6]=[CH:5][C:4]([CH2:7][C:8]([C:20]2[CH:25]=[CH:24][CH:23]=[CH:22][CH:21]=2)=[O:9])=[CH:3][CH:2]=1. The catalyst class is: 1. (2) Reactant: [OH:1][C:2]1[CH:7]=[CH:6][C:5]([CH2:8][C:9]([O:11][CH3:12])=[O:10])=[CH:4][CH:3]=1.C(=O)([O-])[O-].[K+].[K+].[CH2:19](Br)/[CH:20]=[C:21](/[CH2:23][CH2:24][CH:25]=[C:26]([CH3:28])[CH3:27])\[CH3:22].O. Product: [CH3:22][C:21]([CH2:23][CH2:24][CH:25]=[C:26]([CH3:28])[CH3:27])=[CH:20][CH2:19][O:1][C:2]1[CH:3]=[CH:4][C:5]([CH2:8][C:9]([O:11][CH3:12])=[O:10])=[CH:6][CH:7]=1. The catalyst class is: 21.